The task is: Regression. Given a peptide amino acid sequence and an MHC pseudo amino acid sequence, predict their binding affinity value. This is MHC class I binding data.. This data is from Peptide-MHC class I binding affinity with 185,985 pairs from IEDB/IMGT. (1) The peptide sequence is AVPQVLGGL. The MHC is HLA-A03:01 with pseudo-sequence HLA-A03:01. The binding affinity (normalized) is 0.0847. (2) The peptide sequence is KVKSLKLLNT. The MHC is H-2-Db with pseudo-sequence H-2-Db. The binding affinity (normalized) is 0. (3) The peptide sequence is AELYRLEL. The MHC is Mamu-A11 with pseudo-sequence Mamu-A11. The binding affinity (normalized) is 0.586.